This data is from Full USPTO retrosynthesis dataset with 1.9M reactions from patents (1976-2016). The task is: Predict the reactants needed to synthesize the given product. (1) Given the product [Br:1][C:2]1[CH:3]=[CH:4][C:5]([C:8]2[NH:12][N:11]=[N:10][N:9]=2)=[N:6][CH:7]=1, predict the reactants needed to synthesize it. The reactants are: [Br:1][C:2]1[CH:3]=[CH:4][C:5]([C:8]#[N:9])=[N:6][CH:7]=1.[N-:10]=[N+:11]=[N-:12].[Na+].Cl.C(N(CC)CC)C. (2) Given the product [CH2:1]([O:3][C:4](=[O:31])[C:5]([O:8][C:9]1[CH:14]=[CH:13][C:12]([O:15][CH2:16][CH2:17][C:18]2[N:19]=[C:20]([C:24]3[CH:25]=[C:26]([C:33]4[CH:32]=[CH:11][C:10]([CH:35]=[O:38])=[CH:9][CH:14]=4)[CH:27]=[CH:28][CH:29]=3)[O:21][C:22]=2[CH3:23])=[CH:11][CH:10]=1)([CH3:7])[CH3:6])[CH3:2], predict the reactants needed to synthesize it. The reactants are: [CH2:1]([O:3][C:4](=[O:31])[C:5]([O:8][C:9]1[CH:14]=[CH:13][C:12]([O:15][CH2:16][CH2:17][C:18]2[N:19]=[C:20]([C:24]3[CH:29]=[CH:28][CH:27]=[C:26](Br)[CH:25]=3)[O:21][C:22]=2[CH3:23])=[CH:11][CH:10]=1)([CH3:7])[CH3:6])[CH3:2].[CH2:32](O)[CH3:33].[C:35]([O-:38])([O-])=O.[Na+].[Na+].